Task: Predict the product of the given reaction.. Dataset: Forward reaction prediction with 1.9M reactions from USPTO patents (1976-2016) (1) Given the reactants [OH:1][C:2]1[CH:18]=[CH:17][C:5]([C:6]([NH:8][NH:9][C:10]([O:12][C:13]([CH3:16])([CH3:15])[CH3:14])=[O:11])=[O:7])=[CH:4][CH:3]=1.Br[C:20]1[CH:21]=[CH:22][C:23]([N+:26]([O-:28])=[O:27])=[N:24][CH:25]=1.C(=O)([O-])[O-].[Cs+].[Cs+], predict the reaction product. The product is: [N+:26]([C:23]1[N:24]=[CH:25][C:20]([O:1][C:2]2[CH:3]=[CH:4][C:5]([C:6]([NH:8][NH:9][C:10]([O:12][C:13]([CH3:15])([CH3:14])[CH3:16])=[O:11])=[O:7])=[CH:17][CH:18]=2)=[CH:21][CH:22]=1)([O-:28])=[O:27]. (2) Given the reactants [Cl:1][C:2]1[N:10]=[C:9]([Cl:11])[C:8]([F:12])=[CH:7][C:3]=1[C:4](O)=[O:5].S(Cl)(Cl)=O.C[N:18](C)C=O, predict the reaction product. The product is: [Cl:1][C:2]1[N:10]=[C:9]([Cl:11])[C:8]([F:12])=[CH:7][C:3]=1[C:4]([NH2:18])=[O:5]. (3) Given the reactants [CH3:1][C:2]1[NH:3][CH:4]=[C:5]([CH:7]=[O:8])[N:6]=1.[C:9](O[C:9]([O:11][C:12]([CH3:15])([CH3:14])[CH3:13])=[O:10])([O:11][C:12]([CH3:15])([CH3:14])[CH3:13])=[O:10].C(N(CC)CC)C.C(=O)([O-])O.[Na+], predict the reaction product. The product is: [CH:7]([C:5]1[N:6]=[C:2]([CH3:1])[N:3]([C:9]([O:11][C:12]([CH3:15])([CH3:14])[CH3:13])=[O:10])[CH:4]=1)=[O:8]. (4) Given the reactants [F:1][C:2]([F:12])([F:11])[O:3][C:4]1[CH:10]=[CH:9][C:7]([NH2:8])=[CH:6][CH:5]=1.C([O:20][CH2:21][CH3:22])(OCC)OCC.[N+:23]([CH2:26]C(OCC)=O)([O-])=O.[C:32](O)(=O)C, predict the reaction product. The product is: [F:1][C:2]([F:11])([F:12])[O:3][C:4]1[CH:10]=[CH:9][C:7]([N:8]2[CH:32]=[C:22]([CH2:21][OH:20])[N:23]=[CH:26]2)=[CH:6][CH:5]=1. (5) Given the reactants C1COCC1.Br[C:7]1[CH:12]=[CH:11][C:10]([F:13])=[CH:9][C:8]=1[F:14].[O:15]1[CH2:20][CH2:19][CH2:18][CH2:17][CH:16]1[O:21][C@H:22]([CH3:31])[C:23](N1CCOCC1)=[O:24].[NH4+].[Cl-], predict the reaction product. The product is: [F:14][C:8]1[CH:9]=[C:10]([F:13])[CH:11]=[CH:12][C:7]=1[C:23](=[O:24])[C@H:22]([O:21][CH:16]1[CH2:17][CH2:18][CH2:19][CH2:20][O:15]1)[CH3:31]. (6) The product is: [CH3:3][C:4]1[C:8]([CH2:9][S:10][CH2:13][S:14]([N:17]2[CH2:22][CH2:21][N:20]([C:23]3[CH:28]=[CH:27][CH:26]=[CH:25][C:24]=3[CH3:29])[CH2:19][CH2:18]2)(=[O:15])=[O:16])=[C:7]([CH3:11])[O:6][N:5]=1. Given the reactants [H-].[Na+].[CH3:3][C:4]1[C:8]([CH2:9][SH:10])=[C:7]([CH3:11])[O:6][N:5]=1.Cl[CH2:13][S:14]([N:17]1[CH2:22][CH2:21][N:20]([C:23]2[CH:28]=[CH:27][CH:26]=[CH:25][C:24]=2[CH3:29])[CH2:19][CH2:18]1)(=[O:16])=[O:15], predict the reaction product. (7) Given the reactants [CH2:1]1[CH2:8][CH2:7][CH2:6][N:5]([CH2:9][CH2:10][NH:11][C:12]([NH2:14])=[NH:13])[CH2:4][CH2:3][CH2:2]1.C1CCCN(CCN=C(N)N)CCC1.C1CCCN(CCN=C(N)N)CCC1.[OH:43][S:44]([OH:47])(=[O:46])=[O:45], predict the reaction product. The product is: [CH2:1]1[CH2:8][CH2:7][CH2:6][N:5]([CH2:9][CH2:10][NH:11][C:12]([NH2:14])=[NH:13])[CH2:4][CH2:3][CH2:2]1.[OH:46][S:44]([OH:47])(=[O:45])=[O:43]. (8) Given the reactants [CH3:1][N:2]1[CH:6]=[C:5]([C:7]2[CH:8]=[C:9]([OH:30])[CH:10]=[C:11]([NH:13][C:14]3[N:23]=[CH:22][C:21]4[C:16](=[CH:17][CH:18]=[C:19]([C:24]#[C:25][Si:26]([CH3:29])([CH3:28])[CH3:27])[CH:20]=4)[N:15]=3)[CH:12]=2)[CH:4]=[N:3]1.[N:31]1[CH:36]=[CH:35][CH:34]=[CH:33][C:32]=1[CH2:37]O.C1(P(C2C=CC=CC=2)C2C=CC=CC=2)C=CC=CC=1.CCOC(/N=N/C(OCC)=O)=O, predict the reaction product. The product is: [CH3:1][N:2]1[CH:6]=[C:5]([C:7]2[CH:12]=[C:11]([NH:13][C:14]3[N:23]=[CH:22][C:21]4[C:16](=[CH:17][CH:18]=[C:19]([C:24]#[C:25][Si:26]([CH3:29])([CH3:28])[CH3:27])[CH:20]=4)[N:15]=3)[CH:10]=[C:9]([O:30][CH2:37][C:32]3[CH:33]=[CH:34][CH:35]=[CH:36][N:31]=3)[CH:8]=2)[CH:4]=[N:3]1. (9) Given the reactants Br[C:2]1[CH:3]=[C:4]([C:8]2[NH:9][C:10]3[C:15]([CH:16]=2)=[CH:14][CH:13]=[CH:12][CH:11]=3)[CH:5]=[N:6][CH:7]=1.[CH3:17][N:18]1[CH2:23][CH2:22][N:21]([C:24]([C:26]2[CH:31]=[CH:30][C:29]([NH2:32])=[CH:28][CH:27]=2)=[O:25])[CH2:20][CH2:19]1.CC([O-])(C)C.[Na+].CC1(C)C2C(=C(P(C3C=CC=CC=3)C3C=CC=CC=3)C=CC=2)OC2C(P(C3C=CC=CC=3)C3C=CC=CC=3)=CC=CC1=2, predict the reaction product. The product is: [NH:9]1[C:10]2[C:15](=[CH:14][CH:13]=[CH:12][CH:11]=2)[CH:16]=[C:8]1[C:4]1[CH:3]=[C:2]([NH:32][C:29]2[CH:28]=[CH:27][C:26]([C:24]([N:21]3[CH2:20][CH2:19][N:18]([CH3:17])[CH2:23][CH2:22]3)=[O:25])=[CH:31][CH:30]=2)[CH:7]=[N:6][CH:5]=1. (10) Given the reactants [CH3:1][C:2]1([CH3:11])[O:6][CH:5]([CH2:7][CH2:8][CH2:9][OH:10])[CH2:4][O:3]1.[CH3:12][S:13](Cl)(=[O:15])=[O:14], predict the reaction product. The product is: [CH3:12][S:13]([O:10][CH2:9][CH2:8][CH2:7][CH:5]1[CH2:4][O:3][C:2]([CH3:11])([CH3:1])[O:6]1)(=[O:15])=[O:14].